This data is from Reaction yield outcomes from USPTO patents with 853,638 reactions. The task is: Predict the reaction yield, written as a fraction of the theoretical maximum amount of product (1.0 means a 100% yield; for example, 0.34 means a 34% yield). (1) The reactants are [N+:1]([C:4]1[CH:9]=[CH:8][C:7]([N:10]2[CH2:15][CH2:14][CH2:13][CH:12]([NH:16][C@@H:17]3[CH2:22][CH2:21][CH2:20][CH2:19][C@H:18]3[NH2:23])[CH2:11]2)=[CH:6][CH:5]=1)([O-:3])=[O:2].CN(C=O)C.C(N(C(C)C)CC)(C)C.Cl[C:39]1[O:40][C:41]2[CH:47]=[CH:46][CH:45]=[CH:44][C:42]=2[N:43]=1. The catalyst is CO. The product is [O:40]1[C:41]2[CH:47]=[CH:46][CH:45]=[CH:44][C:42]=2[N:43]=[C:39]1[NH:23][C@@H:18]1[CH2:19][CH2:20][CH2:21][CH2:22][C@H:17]1[NH:16][C@H:12]1[CH2:13][CH2:14][CH2:15][N:10]([C:7]2[CH:6]=[CH:5][C:4]([N+:1]([O-:3])=[O:2])=[CH:9][CH:8]=2)[CH2:11]1. The yield is 0.454. (2) The reactants are [I-].[CH2:2]([O:4][C:5]([C@@:7]1([NH:12][C:13](N2C=C[N+](C)=C2)=[O:14])[CH2:9][C@H:8]1[CH:10]=[CH2:11])=[O:6])[CH3:3].[CH2:21]([N:29]([CH3:38])[C:30]([C@@H:32]1[CH2:36][C@@H:35]([OH:37])[CH2:34][NH:33]1)=[O:31])[CH2:22][CH2:23][CH2:24][CH2:25][CH:26]=[CH:27][CH3:28].C(OC([C@@]1(NC(N2C[C@H](O)C[C@H]2C(=O)N(CCCCC=C)C)=O)C[C@@H]1C=C)=O)C. No catalyst specified. The product is [CH2:2]([O:4][C:5]([C@@:7]1([NH:12][C:13]([N:33]2[CH2:34][C@H:35]([OH:37])[CH2:36][C@H:32]2[C:30](=[O:31])[N:29]([CH2:21][CH2:22][CH2:23][CH2:24][CH:25]=[CH:26][CH2:27][CH3:28])[CH3:38])=[O:14])[CH2:9][C@@H:8]1[CH:10]=[CH2:11])=[O:6])[CH3:3]. The yield is 0.480.